From a dataset of Forward reaction prediction with 1.9M reactions from USPTO patents (1976-2016). Predict the product of the given reaction. The product is: [Cl:16][C:7]1[C:6]([C:11]([F:14])([F:13])[F:12])=[CH:5][C:4]([N+:1]([O-:3])=[O:2])=[CH:9][N:8]=1. Given the reactants [N+:1]([C:4]1[CH:5]=[C:6]([C:11]([F:14])([F:13])[F:12])[C:7](O)=[N:8][CH:9]=1)([O-:3])=[O:2].P(Cl)(Cl)(Cl)(Cl)[Cl:16].P(Cl)(Cl)(Cl)=O, predict the reaction product.